From a dataset of Peptide-MHC class I binding affinity with 185,985 pairs from IEDB/IMGT. Regression. Given a peptide amino acid sequence and an MHC pseudo amino acid sequence, predict their binding affinity value. This is MHC class I binding data. (1) The peptide sequence is HTTTGRTSL. The MHC is HLA-A02:11 with pseudo-sequence HLA-A02:11. The binding affinity (normalized) is 0.0847. (2) The binding affinity (normalized) is 0. The MHC is HLA-A02:01 with pseudo-sequence HLA-A02:01. The peptide sequence is VRLHPLART.